From a dataset of Full USPTO retrosynthesis dataset with 1.9M reactions from patents (1976-2016). Predict the reactants needed to synthesize the given product. (1) Given the product [CH:13]([Si:4]([CH:1]([CH3:3])[CH3:2])([CH:10]([CH3:12])[CH3:11])[C:5]1[O:6][C:7]([CH2:24][OH:25])=[CH:8][N:9]=1)([CH3:15])[CH3:14], predict the reactants needed to synthesize it. The reactants are: [CH:1]([Si:4]([CH:13]([CH3:15])[CH3:14])([CH:10]([CH3:12])[CH3:11])[C:5]1[O:6][CH:7]=[CH:8][N:9]=1)([CH3:3])[CH3:2].[Li]CCCC.CN([CH:24]=[O:25])C.[BH4-].[Na+]. (2) The reactants are: [CH2:1]1[C:6]2([CH2:11][CH2:10][NH:9][CH2:8][CH2:7]2)[CH2:5][CH2:4][N:3]([C:12]([O:14][C:15]([CH3:18])([CH3:17])[CH3:16])=[O:13])[CH2:2]1.Cl.Br[C:21]1[CH:26]=[CH:25][N:24]=[CH:23][CH:22]=1.CC(C)([O-])C.[Na+].C1(C)C=CC=CC=1. Given the product [N:24]1[CH:25]=[CH:26][C:21]([N:9]2[CH2:10][CH2:11][C:6]3([CH2:1][CH2:2][N:3]([C:12]([O:14][C:15]([CH3:18])([CH3:17])[CH3:16])=[O:13])[CH2:4][CH2:5]3)[CH2:7][CH2:8]2)=[CH:22][CH:23]=1, predict the reactants needed to synthesize it. (3) The reactants are: Cl[C:2]1[CH:7]=[C:6]([C:8]#[N:9])[CH:5]=[C:4]([O:10][CH3:11])[N:3]=1.[F:12][C:13]([F:24])([F:23])[C:14]1[CH:19]=[CH:18][C:17](B(O)O)=[CH:16][CH:15]=1.C(=O)([O-])[O-].[Cs+].[Cs+].CC(C1C=C(C(C)C)C(C2C=CC=CC=2P(C2CCCCC2)C2CCCCC2)=C(C(C)C)C=1)C. Given the product [CH3:11][O:10][C:4]1[CH:5]=[C:6]([C:8]#[N:9])[CH:7]=[C:2]([C:17]2[CH:18]=[CH:19][C:14]([C:13]([F:24])([F:23])[F:12])=[CH:15][CH:16]=2)[N:3]=1, predict the reactants needed to synthesize it. (4) Given the product [F:1][C:2]1[CH:7]=[CH:6][C:5]([S:8]([C:9]2[C:17]3[C:12](=[N:13][CH:14]=[CH:15][CH:16]=3)[NH:11][CH:10]=2)(=[O:19])=[O:29])=[CH:4][CH:3]=1, predict the reactants needed to synthesize it. The reactants are: [F:1][C:2]1[CH:7]=[CH:6][C:5]([S:8][C:9]2[C:17]3[C:12](=[N:13][CH:14]=[CH:15][CH:16]=3)[NH:11][CH:10]=2)=[CH:4][CH:3]=1.C([O-])(O)=[O:19].[Na+].OOS([O-])=O.[K+].[OH2:29]. (5) The reactants are: [Br:1][C:2]1[CH:7]=[CH:6][C:5]([CH2:8][C:9]#[N:10])=[CH:4][CH:3]=1.[H-].[Na+].[CH3:13]I. Given the product [Br:1][C:2]1[CH:7]=[CH:6][C:5]([CH:8]([CH3:13])[C:9]#[N:10])=[CH:4][CH:3]=1, predict the reactants needed to synthesize it. (6) Given the product [OH:10][CH2:9][CH2:8][N:6]1[CH:7]=[C:2]([C:15]2[S:16][CH:17]=[C:13]([CH3:12])[CH:14]=2)[N:3]=[CH:4][C:5]1=[O:11], predict the reactants needed to synthesize it. The reactants are: Br[C:2]1[N:3]=[CH:4][C:5](=[O:11])[N:6]([CH2:8][CH2:9][OH:10])[CH:7]=1.[CH3:12][C:13]1[CH:14]=[C:15](B(O)O)[S:16][CH:17]=1.C(=O)([O-])[O-].[Na+].[Na+]. (7) The reactants are: [CH3:1][O:2][C:3]1[CH:8]=[CH:7][C:6]([CH2:9][C:10]2[C:19]3[C:14](=[CH:15][CH:16]=[CH:17][CH:18]=3)[C:13](=[O:20])[N:12]([CH2:21][C@H:22]3[CH2:26][CH2:25][CH2:24][N:23]3C(OC(C)(C)C)=O)[N:11]=2)=[CH:5][CH:4]=1.C(O)(C(F)(F)F)=O. Given the product [CH3:1][O:2][C:3]1[CH:4]=[CH:5][C:6]([CH2:9][C:10]2[C:19]3[C:14](=[CH:15][CH:16]=[CH:17][CH:18]=3)[C:13](=[O:20])[N:12]([CH2:21][C@H:22]3[CH2:26][CH2:25][CH2:24][NH:23]3)[N:11]=2)=[CH:7][CH:8]=1, predict the reactants needed to synthesize it.